From a dataset of Full USPTO retrosynthesis dataset with 1.9M reactions from patents (1976-2016). Predict the reactants needed to synthesize the given product. (1) Given the product [N:32]1[CH:31]=[C:30]([C:23]2[O:22][C:21]3=[C:16]([NH2:8])[N:17]=[CH:18][CH:19]=[C:20]3[CH:24]=2)[N:34]2[CH:35]=[CH:36][N:37]=[CH:38][C:33]=12, predict the reactants needed to synthesize it. The reactants are: C(OC([N:8]([C:16]1[N:17]=[CH:18][CH:19]=[C:20]2[CH:24]=[C:23]([Sn](C)(C)C)[O:22][C:21]=12)C(OC(C)(C)C)=O)=O)(C)(C)C.Br[C:30]1[N:34]2[CH:35]=[CH:36][N:37]=[CH:38][C:33]2=[N:32][CH:31]=1.[F-].[Cs+]. (2) Given the product [ClH:1].[CH3:21][O:20][C:17]1[CH:16]=[CH:15][C:14]([N:5]([C:6](=[O:13])[C:7]2[CH:8]=[CH:9][CH:10]=[CH:11][CH:12]=2)[NH2:4])=[CH:19][CH:18]=1, predict the reactants needed to synthesize it. The reactants are: [ClH:1].C(=[N:4][N:5]([C:14]1[CH:19]=[CH:18][C:17]([O:20][CH3:21])=[CH:16][CH:15]=1)[C:6](=[O:13])[C:7]1[CH:12]=[CH:11][CH:10]=[CH:9][CH:8]=1)C. (3) Given the product [CH2:32]([O:35][C:17]1[C:18]([CH:19]=[O:20])=[C:13]([NH:12][C@H:10]([CH3:11])[CH2:9][O:8][Si:1]([C:4]([CH3:7])([CH3:6])[CH3:5])([CH3:3])[CH3:2])[N:14]=[C:15]([S:22][CH2:23][C:24]2[CH:29]=[CH:28][CH:27]=[C:26]([F:30])[C:25]=2[F:31])[N:16]=1)[CH:33]=[CH2:34], predict the reactants needed to synthesize it. The reactants are: [Si:1]([O:8][CH2:9][C@H:10]([NH:12][C:13]1[C:18]([CH:19]=[O:20])=[C:17](Cl)[N:16]=[C:15]([S:22][CH2:23][C:24]2[CH:29]=[CH:28][CH:27]=[C:26]([F:30])[C:25]=2[F:31])[N:14]=1)[CH3:11])([C:4]([CH3:7])([CH3:6])[CH3:5])([CH3:3])[CH3:2].[CH2:32]([OH:35])[CH:33]=[CH2:34].[OH-].[Na+].